From a dataset of CYP3A4 inhibition data for predicting drug metabolism from PubChem BioAssay. Regression/Classification. Given a drug SMILES string, predict its absorption, distribution, metabolism, or excretion properties. Task type varies by dataset: regression for continuous measurements (e.g., permeability, clearance, half-life) or binary classification for categorical outcomes (e.g., BBB penetration, CYP inhibition). Dataset: cyp3a4_veith. (1) The drug is CN(C)CCCn1cnc2cc(Cl)c(Cl)cc21. The result is 0 (non-inhibitor). (2) The molecule is CN(C)c1ccc(-c2nc(NCc3cccnc3)c3ccccc3n2)cc1. The result is 1 (inhibitor).